From a dataset of Reaction yield outcomes from USPTO patents with 853,638 reactions. Predict the reaction yield, written as a fraction of the theoretical maximum amount of product (1.0 means a 100% yield; for example, 0.34 means a 34% yield). The reactants are C[O:2][C:3]([C:5]1[C:13]([NH:14][C:15]2[CH:20]=[CH:19][C:18]([Br:21])=[CH:17][C:16]=2[CH3:22])=[C:12]([F:23])[C:8]2[NH:9][CH:10]=[N:11][C:7]=2[CH:6]=1)=O.O.[NH2:25][NH2:26]. The catalyst is CCO. The product is [Br:21][C:18]1[CH:19]=[CH:20][C:15]([NH:14][C:13]2[C:5]([C:3]([NH:25][NH2:26])=[O:2])=[CH:6][C:7]3[NH:11][CH:10]=[N:9][C:8]=3[C:12]=2[F:23])=[C:16]([CH3:22])[CH:17]=1. The yield is 0.810.